Predict the reactants needed to synthesize the given product. From a dataset of Full USPTO retrosynthesis dataset with 1.9M reactions from patents (1976-2016). (1) Given the product [Br-:2].[CH3:25][N:26]([CH3:27])[CH2:3][CH2:4][CH2:5][P+:6]([C:19]1[CH:24]=[CH:23][CH:22]=[CH:21][CH:20]=1)([C:13]1[CH:18]=[CH:17][CH:16]=[CH:15][CH:14]=1)[C:7]1[CH:12]=[CH:11][CH:10]=[CH:9][CH:8]=1, predict the reactants needed to synthesize it. The reactants are: [Br-].[Br:2][CH2:3][CH2:4][CH2:5][P+:6]([C:19]1[CH:24]=[CH:23][CH:22]=[CH:21][CH:20]=1)([C:13]1[CH:18]=[CH:17][CH:16]=[CH:15][CH:14]=1)[C:7]1[CH:12]=[CH:11][CH:10]=[CH:9][CH:8]=1.[CH3:25][NH:26][CH3:27].C(Br)(=O)C. (2) Given the product [CH3:30][O:29][C:26]1[CH:27]=[C:28]2[C:23](=[CH:24][C:25]=1[O:31][CH3:32])[N:22]=[CH:21][CH:20]=[C:19]2[O:14][C:11]1[CH:12]=[CH:13][C:8]([NH2:7])=[C:9]([N+:15]([O-:17])=[O:16])[CH:10]=1, predict the reactants needed to synthesize it. The reactants are: [H-].[Na+].CS(C)=O.[NH2:7][C:8]1[CH:13]=[CH:12][C:11]([OH:14])=[CH:10][C:9]=1[N+:15]([O-:17])=[O:16].Cl[C:19]1[C:28]2[C:23](=[CH:24][C:25]([O:31][CH3:32])=[C:26]([O:29][CH3:30])[CH:27]=2)[N:22]=[CH:21][CH:20]=1.